Dataset: Forward reaction prediction with 1.9M reactions from USPTO patents (1976-2016). Task: Predict the product of the given reaction. (1) Given the reactants [N:1]1[CH:6]=[CH:5][C:4]([CH2:7][C:8]([C:10]2[CH:11]=[C:12]([CH:15]=[CH:16][CH:17]=2)[C:13]#[N:14])=O)=[CH:3][N:2]=1.BrBr.[C:20]([C:23]1[CH:28]=[CH:27][C:26]([NH:29][C:30]([NH2:32])=[S:31])=[CH:25][CH:24]=1)([OH:22])=[O:21], predict the reaction product. The product is: [C:13]([C:12]1[CH:11]=[C:10]([C:8]2[N:32]=[C:30]([NH:29][C:26]3[CH:27]=[CH:28][C:23]([C:20]([OH:22])=[O:21])=[CH:24][CH:25]=3)[S:31][C:7]=2[C:4]2[CH:5]=[CH:6][N:1]=[N:2][CH:3]=2)[CH:17]=[CH:16][CH:15]=1)#[N:14]. (2) Given the reactants Br[C:2]1[CH:7]=[CH:6][C:5]([CH2:8][C:9]([NH:11][C:12]2[CH:17]=[CH:16][C:15]([CH2:18][N:19]3[CH2:24][CH2:23][N:22]([CH2:25][CH3:26])[CH2:21][CH2:20]3)=[C:14]([C:27]([F:30])([F:29])[F:28])[CH:13]=2)=[O:10])=[C:4]([F:31])[CH:3]=1.[CH2:32]([O:34][C:35]1[C:36]([O:50][CH2:51][C:52]2[CH:57]=[CH:56][C:55]([O:58][CH3:59])=[CH:54][CH:53]=2)=[N:37][CH:38]=[C:39](B2OC(C)(C)C(C)(C)O2)[CH:40]=1)[CH3:33].C([O-])([O-])=O.[Cs+].[Cs+], predict the reaction product. The product is: [CH2:32]([O:34][C:35]1[CH:40]=[C:39]([C:2]2[CH:7]=[CH:6][C:5]([CH2:8][C:9]([NH:11][C:12]3[CH:17]=[CH:16][C:15]([CH2:18][N:19]4[CH2:20][CH2:21][N:22]([CH2:25][CH3:26])[CH2:23][CH2:24]4)=[C:14]([C:27]([F:30])([F:28])[F:29])[CH:13]=3)=[O:10])=[C:4]([F:31])[CH:3]=2)[CH:38]=[N:37][C:36]=1[O:50][CH2:51][C:52]1[CH:53]=[CH:54][C:55]([O:58][CH3:59])=[CH:56][CH:57]=1)[CH3:33]. (3) Given the reactants [NH2:1][C@H:2]1[CH2:7][CH2:6][C@H:5]([NH:8][C:9]([C:11]2[C:15]3[N:16]=[CH:17][N:18]=[C:19]([C:20]4[CH:25]=[C:24]([CH3:26])[CH:23]=[CH:22][C:21]=4[O:27][CH2:28][CH:29]4[CH2:31][CH2:30]4)[C:14]=3[NH:13][CH:12]=2)=[O:10])[CH2:4][CH2:3]1.Cl[C:33]([C:35]1([O:38]C(=O)C)[CH2:37][CH2:36]1)=[O:34], predict the reaction product. The product is: [OH:38][C:35]1([C:33]([NH:1][C@H:2]2[CH2:7][CH2:6][C@H:5]([NH:8][C:9]([C:11]3[C:15]4[N:16]=[CH:17][N:18]=[C:19]([C:20]5[CH:25]=[C:24]([CH3:26])[CH:23]=[CH:22][C:21]=5[O:27][CH2:28][CH:29]5[CH2:30][CH2:31]5)[C:14]=4[NH:13][CH:12]=3)=[O:10])[CH2:4][CH2:3]2)=[O:34])[CH2:37][CH2:36]1. (4) Given the reactants [F:1][C:2]1[CH:7]=[CH:6][CH:5]=[CH:4][C:3]=1[CH2:8][O:9][C:10]1[CH:15]=[CH:14][C:13]([C@@H:16]2[N:20]([C:21]([O:23][C:24]([CH3:27])([CH3:26])[CH3:25])=[O:22])[C@H:19]([C:28]([O:30][CH3:31])=[O:29])[CH2:18][CH2:17]2)=[CH:12][CH:11]=1.[Li+].C[Si]([N-][Si](C)(C)C)(C)C.[Br:42][CH2:43]/[CH:44]=[CH:45]\[CH2:46]Br, predict the reaction product. The product is: [Br:42][CH2:43]/[CH:44]=[CH:45]\[CH2:46][C@@:19]1([C:28]([O:30][CH3:31])=[O:29])[CH2:18][CH2:17][C@H:16]([C:13]2[CH:12]=[CH:11][C:10]([O:9][CH2:8][C:3]3[CH:4]=[CH:5][CH:6]=[CH:7][C:2]=3[F:1])=[CH:15][CH:14]=2)[N:20]1[C:21]([O:23][C:24]([CH3:26])([CH3:27])[CH3:25])=[O:22].